This data is from Forward reaction prediction with 1.9M reactions from USPTO patents (1976-2016). The task is: Predict the product of the given reaction. The product is: [CH:24]1([NH:27][C:28](=[O:45])[C:29]2[CH:34]=[CH:33][C:32]([CH3:35])=[C:31]([C:2]3[CH:3]=[C:4]4[C:9](=[CH:10][CH:11]=3)[N:8]=[C:7]([NH:12][CH2:13][C:14]([CH3:16])([NH:17][C:18](=[O:23])[C:19]([CH3:21])([CH3:20])[CH3:22])[CH3:15])[N:6]=[CH:5]4)[CH:30]=2)[CH2:25][CH2:26]1. Given the reactants Br[C:2]1[CH:3]=[C:4]2[C:9](=[CH:10][CH:11]=1)[N:8]=[C:7]([NH:12][CH2:13][C:14]([NH:17][C:18](=[O:23])[C:19]([CH3:22])([CH3:21])[CH3:20])([CH3:16])[CH3:15])[N:6]=[CH:5]2.[CH:24]1([NH:27][C:28](=[O:45])[C:29]2[CH:34]=[CH:33][C:32]([CH3:35])=[C:31](B3OC(C)(C)C(C)(C)O3)[CH:30]=2)[CH2:26][CH2:25]1, predict the reaction product.